From a dataset of Full USPTO retrosynthesis dataset with 1.9M reactions from patents (1976-2016). Predict the reactants needed to synthesize the given product. (1) Given the product [Cl:14][C:15]1[CH:22]=[CH:21][C:18]([CH2:19][NH:20][C:7](=[O:9])[CH2:6][CH2:5][C:4]2[CH:10]=[CH:11][C:12]([OH:13])=[C:2]([OH:1])[CH:3]=2)=[CH:17][C:16]=1[C:23]([F:24])([F:25])[F:26], predict the reactants needed to synthesize it. The reactants are: [OH:1][C:2]1[CH:3]=[C:4]([CH:10]=[CH:11][C:12]=1[OH:13])[CH2:5][CH2:6][C:7]([OH:9])=O.[Cl:14][C:15]1[CH:22]=[CH:21][C:18]([CH2:19][NH2:20])=[CH:17][C:16]=1[C:23]([F:26])([F:25])[F:24].CN1CCOCC1.C1C=CC2N(O)N=NC=2C=1.O.CCN=C=NCCCN(C)C.Cl. (2) Given the product [CH3:1][N:2]([CH3:11])[S:3]([N:6]1[CH:10]=[C:9]([B:17]2[O:21][C:20]([CH3:23])([CH3:22])[C:19]([CH3:25])([CH3:24])[O:18]2)[CH:8]=[N:7]1)(=[O:4])=[O:5], predict the reactants needed to synthesize it. The reactants are: [CH3:1][N:2]([CH3:11])[S:3]([N:6]1[CH:10]=[CH:9][CH:8]=[N:7]1)(=[O:5])=[O:4].C([O-])(=O)C.[K+].[B:17]1([B:17]2[O:21][C:20]([CH3:23])([CH3:22])[C:19]([CH3:25])([CH3:24])[O:18]2)[O:21][C:20]([CH3:23])([CH3:22])[C:19]([CH3:25])([CH3:24])[O:18]1.CS(C)=O. (3) Given the product [CH3:33][S:34]([O:14][CH2:13][CH2:12][CH2:11][N:10]1[C:6]2[CH:5]=[CH:4][N:3]=[C:2]([NH2:1])[C:7]=2[N:8]=[C:9]1[S:15][C:16]1[C:24]([I:25])=[CH:23][C:19]2[O:20][CH2:21][O:22][C:18]=2[CH:17]=1)(=[O:36])=[O:35], predict the reactants needed to synthesize it. The reactants are: [NH2:1][C:2]1[C:7]2[N:8]=[C:9]([S:15][C:16]3[C:24]([I:25])=[CH:23][C:19]4[O:20][CH2:21][O:22][C:18]=4[CH:17]=3)[N:10]([CH2:11][CH2:12][CH2:13][OH:14])[C:6]=2[CH:5]=[CH:4][N:3]=1.CCN(CC)CC.[CH3:33][S:34](Cl)(=[O:36])=[O:35].CS(OCCCN1C2C=CN=C(N)C=2N=C1SC1C(Br)=CC2OCOC=2C=1)(=O)=O. (4) Given the product [Cl:8][CH2:9][C:10]([NH:1][C:2]1[CH:7]=[CH:6][CH:5]=[CH:4][CH:3]=1)=[O:11], predict the reactants needed to synthesize it. The reactants are: [NH2:1][C:2]1[CH:7]=[CH:6][CH:5]=[CH:4][CH:3]=1.[Cl:8][CH2:9][C:10](Cl)=[O:11].Cl. (5) The reactants are: C(OP([CH:9]1[C:14](=[O:15])[NH:13][C:12]2[CH:16]=[CH:17][CH:18]=[CH:19][C:11]=2[S:10]1)(=O)OCC)C.[CH2:20]=O.O.C[O-].[Na+]. Given the product [CH2:20]=[C:9]1[C:14](=[O:15])[NH:13][C:12]2[CH:16]=[CH:17][CH:18]=[CH:19][C:11]=2[S:10]1, predict the reactants needed to synthesize it. (6) Given the product [CH2:1]([C:5]1[CH:6]=[CH:7][C:8]([C:11]#[C:12][C:13]2[CH:37]=[CH:36][C:16]([CH2:17][N:18]([CH2:30][CH2:31][CH2:32][CH2:33][CH2:34][CH3:35])[C:19]3[CH:20]=[CH:21][C:22]([OH:29])=[C:23]([CH:28]=3)[C:24]([OH:26])=[O:25])=[CH:15][CH:14]=2)=[CH:9][CH:10]=1)[CH2:2][CH2:3][CH3:4], predict the reactants needed to synthesize it. The reactants are: [CH2:1]([C:5]1[CH:10]=[CH:9][C:8]([C:11]#[C:12][C:13]2[CH:37]=[CH:36][C:16]([CH2:17][N:18]([CH2:30][CH2:31][CH2:32][CH2:33][CH2:34][CH3:35])[C:19]3[CH:20]=[CH:21][C:22]([OH:29])=[C:23]([CH:28]=3)[C:24]([O:26]C)=[O:25])=[CH:15][CH:14]=2)=[CH:7][CH:6]=1)[CH2:2][CH2:3][CH3:4].[OH-].[Na+].Cl. (7) Given the product [CH3:7][O:6][C:4](=[O:5])[C:3]1[CH:9]=[CH:10][C:11]([F:13])=[CH:12][C:2]=1[O:14][C:15]1[CH:24]=[CH:23][CH:22]=[C:21]2[C:16]=1[CH2:17][CH2:18][NH:19][C:20]2=[O:25], predict the reactants needed to synthesize it. The reactants are: F[C:2]1[CH:12]=[C:11]([F:13])[CH:10]=[CH:9][C:3]=1[C:4]([O:6][CH2:7]C)=[O:5].[OH:14][C:15]1[CH:24]=[CH:23][CH:22]=[C:21]2[C:16]=1[CH2:17][CH2:18][NH:19][C:20]2=[O:25].CC1NC2C(C=1)=CC(O)=CC=2. (8) Given the product [F:19][C:20]1[CH:21]=[C:22]([CH:26]=[CH:27][C:28]=1[F:29])[C:23]([NH:1][C:2]1[CH:3]=[CH:4][C:5]([O:8][C:9](=[O:18])[N:10]([CH3:17])[C:11]2[CH:16]=[CH:15][CH:14]=[CH:13][CH:12]=2)=[N:6][CH:7]=1)=[O:24], predict the reactants needed to synthesize it. The reactants are: [NH2:1][C:2]1[CH:3]=[CH:4][C:5]([O:8][C:9](=[O:18])[N:10]([CH3:17])[C:11]2[CH:16]=[CH:15][CH:14]=[CH:13][CH:12]=2)=[N:6][CH:7]=1.[F:19][C:20]1[CH:21]=[C:22]([CH:26]=[CH:27][C:28]=1[F:29])[C:23](Cl)=[O:24].C(N(CC)CC)C.ClCCl.